Dataset: Reaction yield outcomes from USPTO patents with 853,638 reactions. Task: Predict the reaction yield, written as a fraction of the theoretical maximum amount of product (1.0 means a 100% yield; for example, 0.34 means a 34% yield). (1) The reactants are [CH2:1]([C:3]1[N:13]([C:14]2[CH:19]=[CH:18][C:17]([CH2:20][CH2:21][N:22]=[N+]=[N-])=[CH:16][CH:15]=2)[C:6]2=[N:7][C:8]([CH3:12])=[CH:9][C:10]([CH3:11])=[C:5]2[N:4]=1)[CH3:2]. The catalyst is CO.[Pd]. The product is [CH2:1]([C:3]1[N:13]([C:14]2[CH:15]=[CH:16][C:17]([CH2:20][CH2:21][NH2:22])=[CH:18][CH:19]=2)[C:6]2=[N:7][C:8]([CH3:12])=[CH:9][C:10]([CH3:11])=[C:5]2[N:4]=1)[CH3:2]. The yield is 0.940. (2) The reactants are [Cl:1][C:2]1[C:3]([N:9]2[CH:13]([C:14]([O:16][CH2:17][CH3:18])=[O:15])[CH2:12][C:11](=[O:19])[NH:10]2)=[N:4][CH:5]=[C:6]([Cl:8])[CH:7]=1.S(=O)(=O)(O)O.S(OOS([O-])(=O)=O)([O-])(=O)=O.[K+].[K+]. The catalyst is C(#N)C. The yield is 0.760. The product is [Cl:1][C:2]1[C:3]([N:9]2[C:13]([C:14]([O:16][CH2:17][CH3:18])=[O:15])=[CH:12][C:11]([OH:19])=[N:10]2)=[N:4][CH:5]=[C:6]([Cl:8])[CH:7]=1. (3) The reactants are [Br:1][C:2]1[CH:7]=[CH:6][C:5]([CH:8]=[CH:9][CH:10]2[CH2:15][CH2:14][CH:13]([CH2:16][CH2:17][CH3:18])[CH2:12][CH2:11]2)=[C:4]([F:19])[CH:3]=1.C1(C)C=CC=CC=1. The catalyst is [Pd].CC(O)C. The product is [Br:1][C:2]1[CH:7]=[CH:6][C:5]([CH2:8][CH2:9][CH:10]2[CH2:15][CH2:14][CH:13]([CH2:16][CH2:17][CH3:18])[CH2:12][CH2:11]2)=[C:4]([F:19])[CH:3]=1. The yield is 0.755. (4) The reactants are [N+:1]([C:4]1[N:9]=[CH:8][C:7]([N:10]2[CH2:13][CH:12]([OH:14])[CH2:11]2)=[CH:6][CH:5]=1)([O-:3])=[O:2].CCN(CC)CC.[CH3:22][C:23]([Si:26](Cl)([CH3:28])[CH3:27])([CH3:25])[CH3:24].CCOC(C)=O.C([O-])(O)=O.[Na+]. The catalyst is CN(C=O)C. The product is [C:23]([Si:26]([CH3:28])([CH3:27])[O:14][CH:12]1[CH2:11][N:10]([C:7]2[CH:6]=[CH:5][C:4]([N+:1]([O-:3])=[O:2])=[N:9][CH:8]=2)[CH2:13]1)([CH3:25])([CH3:24])[CH3:22]. The yield is 0.730. (5) The product is [F:1][C:2]1[CH:3]=[C:4]([CH:23]=[CH:24][C:25]=1[OH:26])[C:5]([N:7]([C:16]1[CH:21]=[CH:20][C:19]([F:22])=[CH:18][CH:17]=1)[C:8]1[CH:13]=[CH:12][C:11]([OH:14])=[CH:10][CH:9]=1)=[O:6]. The reactants are [F:1][C:2]1[CH:3]=[C:4]([CH:23]=[CH:24][C:25]=1[O:26]C)[C:5]([N:7]([C:16]1[CH:21]=[CH:20][C:19]([F:22])=[CH:18][CH:17]=1)[C:8]1[CH:13]=[CH:12][C:11]([O:14]C)=[CH:10][CH:9]=1)=[O:6].B(Br)(Br)Br. The catalyst is C(Cl)Cl. The yield is 0.816. (6) The reactants are [F:1][C:2]1[CH:3]=[N:4][C:5]([NH:11][CH:12]2[CH2:17][CH2:16][N:15]([CH3:18])[CH2:14][CH2:13]2)=[C:6]([CH:10]=1)[C:7]([OH:9])=O.C(N(CC)CC)C.[C:26]([O:30][C:31](=[O:40])[NH:32][CH:33]1[CH2:38][CH2:37][CH:36]([NH2:39])[CH2:35][CH2:34]1)([CH3:29])([CH3:28])[CH3:27]. The catalyst is C(#N)C. The product is [F:1][C:2]1[CH:10]=[C:6]([C:7]([NH:39][C@@H:36]2[CH2:37][CH2:38][C@H:33]([NH:32][C:31](=[O:40])[O:30][C:26]([CH3:28])([CH3:27])[CH3:29])[CH2:34][CH2:35]2)=[O:9])[C:5]([NH:11][CH:12]2[CH2:17][CH2:16][N:15]([CH3:18])[CH2:14][CH2:13]2)=[N:4][CH:3]=1. The yield is 0.300. (7) The reactants are [OH:1][C:2]1[CH:9]=[CH:8][C:5]([CH:6]=[O:7])=[CH:4][CH:3]=1.C(=O)([O-])[O-].[K+].[K+].[CH2:16](Br)[CH2:17][CH2:18][CH2:19][CH2:20][CH2:21][CH2:22][CH2:23][CH2:24][CH2:25][CH2:26][CH3:27].C1OCCOCCOCCOCCOCCOC1. The catalyst is CC(C)=O. The product is [CH2:27]([O:1][C:2]1[CH:9]=[CH:8][C:5]([CH:6]=[O:7])=[CH:4][CH:3]=1)[CH2:26][CH2:25][CH2:24][CH2:23][CH2:22][CH2:21][CH2:20][CH2:19][CH2:18][CH2:17][CH3:16]. The yield is 0.870. (8) The reactants are C1COCC1.O.[O:7]1[CH2:12][CH2:11][O:10][C:9]2[CH:13]=[CH:14][C:15]([CH:17]([CH3:23])[C:18]([O:20]CC)=[O:19])=[CH:16][C:8]1=2.[OH-].[Na+].C(O)(=O)C. The product is [O:7]1[CH2:12][CH2:11][O:10][C:9]2[CH:13]=[CH:14][C:15]([CH:17]([CH3:23])[C:18]([OH:20])=[O:19])=[CH:16][C:8]1=2. The yield is 1.00. The catalyst is O.